From a dataset of Forward reaction prediction with 1.9M reactions from USPTO patents (1976-2016). Predict the product of the given reaction. (1) Given the reactants [CH3:1][C:2]1[N:3]([C:8]2[N:13]=[CH:12][C:11]([C:14](=O)/[CH:15]=[CH:16]/[C:17]3[CH:22]=[CH:21][CH:20]=[CH:19][C:18]=3[OH:23])=[CH:10][CH:9]=2)[C:4]([CH3:7])=[CH:5][CH:6]=1.O.[NH2:26][NH2:27], predict the reaction product. The product is: [CH3:1][C:2]1[N:3]([C:8]2[N:13]=[CH:12][C:11]([C:14]3[CH2:15][CH:16]([C:17]4[CH:22]=[CH:21][CH:20]=[CH:19][C:18]=4[OH:23])[NH:27][N:26]=3)=[CH:10][CH:9]=2)[C:4]([CH3:7])=[CH:5][CH:6]=1. (2) Given the reactants [C:1]([NH:9][NH:10][C:11]([C:13]1[C:18]([Br:19])=[CH:17][N:16]=[C:15]([NH:20][C:21]([NH:23][CH2:24][CH3:25])=[O:22])[CH:14]=1)=[O:12])(=O)[C:2]1[CH:7]=[CH:6][CH:5]=[CH:4][CH:3]=1.C1(P(C2C=CC=CC=2)C2C=CC=CC=2)C=CC=CC=1.C(Br)(Br)(Br)Br.C(N(CC)CC)C, predict the reaction product. The product is: [Br:19][C:18]1[C:13]([C:11]2[O:12][C:1]([C:2]3[CH:7]=[CH:6][CH:5]=[CH:4][CH:3]=3)=[N:9][N:10]=2)=[CH:14][C:15]([NH:20][C:21]([NH:23][CH2:24][CH3:25])=[O:22])=[N:16][CH:17]=1. (3) Given the reactants [Cl:1][C:2]1[CH:31]=[CH:30][CH:29]=[C:28]([F:32])[C:3]=1[C:4]([NH:6][C:7]1[CH:16]=[C:15]2[C:10]([CH2:11][CH2:12][CH2:13][N:14]2[S:17]([C:20]2[CH:25]=[CH:24][C:23]([F:26])=[CH:22][CH:21]=2)(=[O:19])=[O:18])=[CH:9][C:8]=1C)=[O:5].[O-:33][Mn](=O)(=O)=O.[K+], predict the reaction product. The product is: [Cl:1][C:2]1[CH:31]=[CH:30][CH:29]=[C:28]([F:32])[C:3]=1[C:4]([NH:6][C:7]1[CH:16]=[C:15]2[C:10]([C:11](=[O:33])[CH2:12][CH2:13][N:14]2[S:17]([C:20]2[CH:25]=[CH:24][C:23]([F:26])=[CH:22][CH:21]=2)(=[O:19])=[O:18])=[CH:9][CH:8]=1)=[O:5]. (4) The product is: [C:9]1([S:15][CH:18]=[CH:17][C:16]([O:20][C:21]2[CH:26]=[CH:25][C:24]([C:27]3[CH:32]=[CH:31][CH:30]=[CH:29][CH:28]=3)=[CH:23][CH:22]=2)=[O:19])[CH:14]=[CH:13][CH:12]=[CH:11][CH:10]=1. Given the reactants N12CCN(CC1)CC2.[C:9]1([SH:15])[CH:14]=[CH:13][CH:12]=[CH:11][CH:10]=1.[C:16]([O:20][C:21]1[CH:26]=[CH:25][C:24]([C:27]2[CH:32]=[CH:31][CH:30]=[CH:29][CH:28]=2)=[CH:23][CH:22]=1)(=[O:19])[C:17]#[CH:18].[OH-].[Na+], predict the reaction product. (5) Given the reactants [Cl:1]([O-:5])(=[O:4])(=[O:3])=[O:2].[Na+].[Cl-].[CH3:8][N+:9]1([CH2:14][O:15][CH3:16])[CH2:13][CH2:12][CH2:11][CH2:10]1, predict the reaction product. The product is: [Cl:1]([O-:5])(=[O:4])(=[O:3])=[O:2].[CH3:16][O:15][CH2:14][N+:9]1([CH3:8])[CH2:13][CH2:12][CH2:11][CH2:10]1. (6) The product is: [O:14]=[C:11]1[NH:10][C:9]2[CH:15]=[C:5]([C:3]([OH:4])=[O:2])[CH:6]=[CH:7][C:8]=2[O:13][CH2:12]1. Given the reactants C[O:2][C:3]([C:5]1[CH:6]=[CH:7][C:8]2[O:13][CH2:12][C:11](=[O:14])[NH:10][C:9]=2[CH:15]=1)=[O:4].[Li+].[OH-], predict the reaction product. (7) Given the reactants Br[C:2]1[S:6][C:5]([S:7]([NH:10][C:11]([CH3:14])([CH3:13])[CH3:12])(=[O:9])=[O:8])=[N:4][CH:3]=1.[Cl-].[Li+].C[Sn](C)C.C[Sn](C)C.Cl[C:26]1[N:35]=[C:34]([NH:36][CH2:37][C:38]2[CH:43]=[CH:42][CH:41]=[CH:40][N:39]=2)[C:33]2[C:28](=[CH:29][CH:30]=[CH:31][C:32]=2[C:44]2[CH:49]=[CH:48][CH:47]=[CH:46][CH:45]=2)[N:27]=1, predict the reaction product. The product is: [C:11]([NH:10][S:7]([C:5]1[S:6][C:2]([C:26]2[N:35]=[C:34]([NH:36][CH2:37][C:38]3[CH:43]=[CH:42][CH:41]=[CH:40][N:39]=3)[C:33]3[C:28](=[CH:29][CH:30]=[CH:31][C:32]=3[C:44]3[CH:49]=[CH:48][CH:47]=[CH:46][CH:45]=3)[N:27]=2)=[CH:3][N:4]=1)(=[O:9])=[O:8])([CH3:14])([CH3:13])[CH3:12]. (8) Given the reactants [Cl:1][C:2]1[C:7]([Cl:8])=[C:6]([Cl:9])[N:5]=[C:4]([C:10]([O:12]C)=[O:11])[CH:3]=1.[OH-].[Na+], predict the reaction product. The product is: [Cl:1][C:2]1[C:7]([Cl:8])=[C:6]([Cl:9])[N:5]=[C:4]([C:10]([OH:12])=[O:11])[CH:3]=1.